This data is from Reaction yield outcomes from USPTO patents with 853,638 reactions. The task is: Predict the reaction yield, written as a fraction of the theoretical maximum amount of product (1.0 means a 100% yield; for example, 0.34 means a 34% yield). (1) The reactants are [Br:1][C:2]1[CH:3]=[C:4]2[C:9](=[CH:10][CH:11]=1)[CH:8]=[N:7][C:6]([NH2:12])=[CH:5]2.[CH3:13]OC(OC)N(C)C.C(O[BH-](OC(=O)C)OC(=O)C)(=O)C.[Na+]. The catalyst is CN(C)C=O. The product is [Br:1][C:2]1[CH:3]=[C:4]2[C:9](=[CH:10][CH:11]=1)[CH:8]=[N:7][C:6]([NH:12][CH3:13])=[CH:5]2. The yield is 0.430. (2) The reactants are [C:1]([N:5]1[CH2:9][CH2:8][CH2:7][C@@H:6]1[CH2:10][O:11][C:12]1[CH:21]=[CH:20][CH:19]=[C:18]2[C:13]=1[C:14]([NH:22][C:23]1[CH:28]=[CH:27][C:26]([OH:29])=[C:25]([CH3:30])[CH:24]=1)=[N:15][CH:16]=[N:17]2)(=[O:4])[CH2:2][OH:3].Cl[CH2:32][C:33]1[CH:37]=[C:36]([CH3:38])[O:35][N:34]=1. No catalyst specified. The product is [CH3:30][C:25]1[CH:24]=[C:23]([NH:22][C:14]2[C:13]3[C:18](=[CH:19][CH:20]=[CH:21][C:12]=3[O:11][CH2:10][C@H:6]3[CH2:7][CH2:8][CH2:9][N:5]3[C:1](=[O:4])[CH2:2][OH:3])[N:17]=[CH:16][N:15]=2)[CH:28]=[CH:27][C:26]=1[O:29][CH2:32][C:33]1[CH:37]=[C:36]([CH3:38])[O:35][N:34]=1. The yield is 0.450. (3) The reactants are Br[C:2]1[C:7]2[C:8](=[O:24])[N:9]3[CH2:16][CH2:15][N:14]([C:17]([O:19][C:20]([CH3:23])([CH3:22])[CH3:21])=[O:18])[CH2:13][CH:10]3[CH2:11][O:12][C:6]=2[CH:5]=[CH:4][CH:3]=1.[C:25]1(B(O)O)[CH:30]=[CH:29][CH:28]=[CH:27][CH:26]=1.C(=O)([O-])[O-].[K+].[K+].O. The catalyst is O1CCOCC1.O.Cl[Pd](Cl)([P](C1C=CC=CC=1)(C1C=CC=CC=1)C1C=CC=CC=1)[P](C1C=CC=CC=1)(C1C=CC=CC=1)C1C=CC=CC=1. The product is [O:24]=[C:8]1[C:7]2[C:2]([C:25]3[CH:30]=[CH:29][CH:28]=[CH:27][CH:26]=3)=[CH:3][CH:4]=[CH:5][C:6]=2[O:12][CH2:11][CH:10]2[CH2:13][N:14]([C:17]([O:19][C:20]([CH3:23])([CH3:22])[CH3:21])=[O:18])[CH2:15][CH2:16][N:9]12. The yield is 0.840. (4) The reactants are [F:1][C:2]([F:15])([F:14])[C:3]1[C:12]2[C:7](=[C:8]([NH2:13])[CH:9]=[CH:10][CH:11]=2)[N:6]=[CH:5][CH:4]=1.[N+:16]([C:19]1[CH:24]=[CH:23][CH:22]=[CH:21][C:20]=1[S:25](Cl)(=[O:27])=[O:26])([O-:18])=[O:17].N1C=CC=CC=1. The catalyst is CN(C1C=CN=CC=1)C.C(Cl)Cl. The product is [N+:16]([C:19]1[CH:24]=[CH:23][CH:22]=[CH:21][C:20]=1[S:25]([NH:13][C:8]1[CH:9]=[CH:10][CH:11]=[C:12]2[C:7]=1[N:6]=[CH:5][CH:4]=[C:3]2[C:2]([F:1])([F:14])[F:15])(=[O:27])=[O:26])([O-:18])=[O:17]. The yield is 0.600. (5) The reactants are [C:1]([N:5]1[CH:10]=[CH:9][C:8]([CH3:12])([CH3:11])[CH2:7][CH2:6]1)([CH3:4])([CH3:3])[CH3:2].[C:13]1([N:19]=[C:20]=[O:21])[CH:18]=[CH:17][CH:16]=[CH:15][CH:14]=1. The catalyst is C(Cl)Cl. The product is [C:1]([N:5]1[CH2:6][CH2:7][C:8]([CH3:12])([CH3:11])[C:9]([C:20]([NH:19][C:13]2[CH:18]=[CH:17][CH:16]=[CH:15][CH:14]=2)=[O:21])=[CH:10]1)([CH3:4])([CH3:2])[CH3:3]. The yield is 0.900. (6) The reactants are [Br:1][C:2]1[CH:3]=[C:4]([S:9]([NH2:12])(=[O:11])=[O:10])[CH:5]=[N:6][C:7]=1Cl.[CH:13]1([CH2:16][NH2:17])[CH2:15][CH2:14]1. The catalyst is O1CCOCC1. The product is [Br:1][C:2]1[CH:3]=[C:4]([S:9]([NH2:12])(=[O:11])=[O:10])[CH:5]=[N:6][C:7]=1[NH:17][CH2:16][CH:13]1[CH2:15][CH2:14]1. The yield is 0.970. (7) The reactants are Cl.[CH3:2][C@:3]([C:7]([OH:9])=[O:8])([CH2:5][SH:6])[NH2:4].[OH:10][C:11]1[CH:18]=[C:17]([OH:19])[CH:16]=[CH:15][C:12]=1[C:13]#N.C(N(CC)CC)C.[OH-].[K+]. The catalyst is C(O)C.O. The product is [OH:10][C:11]1[CH:18]=[C:17]([OH:19])[CH:16]=[CH:15][C:12]=1[C:13]1[S:6][CH2:5][C@:3]([CH3:2])([C:7]([OH:9])=[O:8])[N:4]=1. The yield is 0.876. (8) The reactants are Br[C:2]1[C:3]([F:10])=[C:4]([CH:7]=[CH:8][CH:9]=1)[C:5]#[N:6].C(=O)([O-])[O-].[Na+].[Na+].[CH3:17][C:18]1[CH:23]=[CH:22][N:21]=[CH:20][C:19]=1B(O)O.COCCOC. The catalyst is C(Cl)Cl.C1C=CC([P]([Pd]([P](C2C=CC=CC=2)(C2C=CC=CC=2)C2C=CC=CC=2)([P](C2C=CC=CC=2)(C2C=CC=CC=2)C2C=CC=CC=2)[P](C2C=CC=CC=2)(C2C=CC=CC=2)C2C=CC=CC=2)(C2C=CC=CC=2)C2C=CC=CC=2)=CC=1.O.CCO. The product is [F:10][C:3]1[C:2]([C:19]2[CH:20]=[N:21][CH:22]=[CH:23][C:18]=2[CH3:17])=[CH:9][CH:8]=[CH:7][C:4]=1[C:5]#[N:6]. The yield is 0.733.